Dataset: Experimentally validated miRNA-target interactions with 360,000+ pairs, plus equal number of negative samples. Task: Binary Classification. Given a miRNA mature sequence and a target amino acid sequence, predict their likelihood of interaction. (1) The miRNA is hsa-miR-511-3p with sequence AAUGUGUAGCAAAAGACAGA. The protein sequence of the target gene is MKLNERSLAFYATCDAPVDNAGFLYKRGGRGTGSHRRWFVLRGNILFYFEAEGSREPLGVILLEGCTVELVDAREEFAFAVRFAGGRSRPYVLAADSQAALEGWVKALSRASFHYLRLVVRELEQQLAAMREGSPANALPANPSPVLTQRPKENGWVVWSTLPEQPSVAPQRPPPLPPRRRASAANGPLASFAQLHARYGLEVQALRDQWRGGQAGLASLEVPWHPGSAETQTQDQPALRGHSGCKVLHVFRSVEWPVCNPGSQGT. Result: 0 (no interaction). (2) The miRNA is mmu-miR-136-5p with sequence ACUCCAUUUGUUUUGAUGAUGG. The protein sequence of the target gene is MASFGWKRRIGEKVSKATSQQFEAEAADEKDAAENEDGNWLQASKRRKETLQEGCKQRSQQLKDEGAQLAENKRYKEAIQKWDEALQLTPGDATLYEMKSQVLLSLHEMFPAVHAAEMAVKRNPHSWEAWQTLGRAQLGLGEIVLAIRSFQIALHIYPMNPELWKEDLSWARKLQEQQKVAQRIENKEMPPEGPDLSPGSIPDYDFESDEIVAVCAAVAEKQKSVSANKTMVIVSASGTVEIVNEKEEGSSTPDGSVFIKAR. Result: 1 (interaction). (3) The miRNA is hsa-miR-26b-5p with sequence UUCAAGUAAUUCAGGAUAGGU. The protein sequence of the target gene is MSGPNGDLGMPVEAGAEGEEDGFGEAEYAAINSMLDQINSCLDHLEEKNDHLHARLQELLESNRQTRLEFQQQLGEAPSDASP. Result: 1 (interaction). (4) The miRNA is hsa-miR-4742-5p with sequence UCAGGCAAAGGGAUAUUUACAGA. The protein sequence of the target gene is MESAIAEGGASRFSASSGGGGSRGAPQHYPKTAGNSEFLGKTPGQNAQKWIPARSTRRDDNSAANNSANEKERHDAIFRKVRGILNKLTPEKFDKLCLELLNVGVESKLILKGVILLIVDKALEEPKYSSLYAQLCLRLAEDAPNFDGPAAEGQPGQKQSTTFRRLLISKLQDEFENRTRNVDVYDKRENPLLPEEEEQRAIAKIKMLGNIKFIGELGKLDLIHESILHKCIKTLLEKKKRVQLKDMGEDLECLCQIMRTVGPRLDHERAKSLMDQYFARMCSLMLSKELPARIRFLLQD.... Result: 1 (interaction). (5) The miRNA is mmu-miR-188-5p with sequence CAUCCCUUGCAUGGUGGAGGG. The protein sequence of the target gene is MALDFLAGCAGGVAGVLVGHPFDTVKVRLQVQSVEKPQYRGTLHCFKSIIKQESVLGLYKGLGSPLMGLTFINALVFGVQGNTLRALGHDSPLNQFLAGAAAGAIQCVICCPMELAKTRLQLQDAGPARTYKGSLDCLAQIYGHEGLRGVNRGMVSTLLRETPSFGVYFLTYDALTRALGCEPGDRLLVPKLLLAGGTSGIVSWLSTYPVDVVKSRLQADGLRGAPRYRGILDCVHQSYRAEGWRVFTRGLASTLLRAFPVNAATFATVTVVLTYARGEEAGPEGEAVPAAPAGPALAQP.... Result: 0 (no interaction). (6) The miRNA is hsa-miR-4695-3p with sequence UGAUCUCACCGCUGCCUCCUUC. The protein sequence of the target gene is MGVATTLQPPTTSKTLQKQHLEAVGAYQYVLTFLFMGPFFSLLVFVLLFTSLWPFSVFYLVWLYVDWDTPNQGGRRSEWIRNRAIWRQLRDYYPVKLVKTAELPPDRNYVLGAHPHGIMCTGFLCNFSTESNGFSQLFPGLRPWLAVLAGLFYLPVYRDYIMSFGLCPVSRQSLDFILSQPQLGQAVVIMVGGAHEALYSVPGEHCLTLQKRKGFVRLALRHGASLVPVYSFGENDIFRLKAFATGSWQHWCQLTFKKLMGFSPCIFWGRGLFSATSWGLLPFAVPITTVVGRPIPVPQR.... Result: 1 (interaction).